From a dataset of hERG Central: cardiac toxicity at 1µM, 10µM, and general inhibition. Predict hERG channel inhibition at various concentrations. (1) The compound is Cc1cccn2c(=O)c3cc(C(=O)NC4CCCC4)c(=N)n(Cc4ccc(F)cc4)c3nc12. Results: hERG_inhib (hERG inhibition (general)): blocker. (2) The compound is CN(C)CCCN(C(=O)c1ccc(C(=O)c2ccccc2)cc1)c1nc2cc3c(cc2s1)OCO3.Cl. Results: hERG_inhib (hERG inhibition (general)): blocker. (3) Results: hERG_inhib (hERG inhibition (general)): blocker. The compound is CCN(C(=O)CN1C(=O)NC(c2ccccc2)(c2ccc(C)c(C)c2)C1=O)C1CCS(=O)(=O)C1. (4) The drug is COc1ccc(C[C@H]2CN3C(=NC[C@H]3C)N2CCNC(=O)c2ccc(C)c(Br)c2)cc1. Results: hERG_inhib (hERG inhibition (general)): blocker. (5) The drug is CCN1CCN(c2nc(Nc3ccccc3F)nc(N)c2[N+](=O)[O-])CC1. Results: hERG_inhib (hERG inhibition (general)): blocker. (6) The molecule is CCCC(=O)NC1CCCc2c1cnn2-c1ccc(C)c(C)c1. Results: hERG_inhib (hERG inhibition (general)): blocker. (7) The compound is Cc1cccc(-n2ccnc2CN2CCC(CO)(Cc3ccccc3)CC2)c1. Results: hERG_inhib (hERG inhibition (general)): blocker.